Dataset: Catalyst prediction with 721,799 reactions and 888 catalyst types from USPTO. Task: Predict which catalyst facilitates the given reaction. (1) Reactant: [Cl:1][C:2]1[CH:3]=[C:4]([C:8]2[C:13]3[N:14]=[C:15](N)[S:16][C:12]=3[CH:11]=[C:10]([CH2:18][C:19]3[CH:24]=[CH:23][C:22]([N+:25]([O-:27])=[O:26])=[CH:21][CH:20]=3)[CH:9]=2)[CH:5]=[CH:6][CH:7]=1.N(OC(C)(C)C)=O. Product: [Cl:1][C:2]1[CH:3]=[C:4]([C:8]2[C:13]3[N:14]=[CH:15][S:16][C:12]=3[CH:11]=[C:10]([CH2:18][C:19]3[CH:24]=[CH:23][C:22]([N+:25]([O-:27])=[O:26])=[CH:21][CH:20]=3)[CH:9]=2)[CH:5]=[CH:6][CH:7]=1. The catalyst class is: 12. (2) Reactant: [F:1][C:2]1[CH:7]=[CH:6][C:5]([C:8]2[CH2:9][CH2:10][N:11]([C:14]([O:16][C:17]([CH3:20])([CH3:19])[CH3:18])=[O:15])[CH2:12][CH:13]=2)=[CH:4][C:3]=1[C:21]([O:23][CH3:24])=[O:22].[H][H]. Product: [F:1][C:2]1[CH:7]=[CH:6][C:5]([CH:8]2[CH2:9][CH2:10][N:11]([C:14]([O:16][C:17]([CH3:20])([CH3:19])[CH3:18])=[O:15])[CH2:12][CH2:13]2)=[CH:4][C:3]=1[C:21]([O:23][CH3:24])=[O:22]. The catalyst class is: 29. (3) Reactant: [CH3:1][O:2][C:3](=[O:13])[C:4]1[CH:9]=[CH:8][C:7]([O:10][CH3:11])=[CH:6][C:5]=1[CH3:12].[Br:14]N1C(=O)CCC1=O. Product: [CH3:1][O:2][C:3](=[O:13])[C:4]1[CH:9]=[CH:8][C:7]([O:10][CH3:11])=[CH:6][C:5]=1[CH2:12][Br:14]. The catalyst class is: 340. (4) Reactant: CC(C)=[O:3].OS(O)(=O)=O.O=[Cr](=O)=O.OS(O)(=O)=O.O.[F:20][C:21]1[CH:26]=[CH:25][C:24]([C:27]2[CH:32]=[CH:31][C:30]([C@@H:33]([N:35]3[CH2:40][CH2:39][C@:38]([CH2:47][CH2:48][CH2:49][OH:50])([C:41]4[CH:46]=[CH:45][CH:44]=[CH:43][CH:42]=4)[O:37][C:36]3=[O:51])[CH3:34])=[CH:29][CH:28]=2)=[CH:23][CH:22]=1. Product: [F:20][C:21]1[CH:26]=[CH:25][C:24]([C:27]2[CH:28]=[CH:29][C:30]([C@@H:33]([N:35]3[CH2:40][CH2:39][C@:38]([CH2:47][CH2:48][C:49]([OH:3])=[O:50])([C:41]4[CH:42]=[CH:43][CH:44]=[CH:45][CH:46]=4)[O:37][C:36]3=[O:51])[CH3:34])=[CH:31][CH:32]=2)=[CH:23][CH:22]=1. The catalyst class is: 21. (5) Reactant: [Br:1][C:2]1[CH:7]=[CH:6][C:5]([O:8][C:9]2[C:14]3[CH:15]=[CH:16][O:17][C:13]=3[CH:12]=[CH:11][N:10]=2)=[CH:4][C:3]=1[CH2:18][OH:19].N1C=CC=CC=1.[C:26](Cl)(=[O:28])[CH3:27].C(=O)(O)[O-].[Na+]. Product: [C:26]([O:19][CH2:18][C:3]1[CH:4]=[C:5]([O:8][C:9]2[C:14]3[CH:15]=[CH:16][O:17][C:13]=3[CH:12]=[CH:11][N:10]=2)[CH:6]=[CH:7][C:2]=1[Br:1])(=[O:28])[CH3:27]. The catalyst class is: 7.